Predict the reaction yield, written as a fraction of the theoretical maximum amount of product (1.0 means a 100% yield; for example, 0.34 means a 34% yield). From a dataset of Reaction yield outcomes from USPTO patents with 853,638 reactions. (1) The reactants are [F:1][C:2]([F:17])([F:16])[CH2:3][O:4][C:5]1[CH:6]=[N+:7]([O-])[C:8]2[CH2:9][CH2:10][CH2:11][CH2:12][C:13]=2[CH:14]=1.C(OC(=O)C)(=[O:20])C.C(=O)([O-])[O-].[K+].[K+]. The catalyst is CO. The product is [F:1][C:2]([F:17])([F:16])[CH2:3][O:4][C:5]1[CH:6]=[N:7][C:8]2[CH:9]([OH:20])[CH2:10][CH2:11][CH2:12][C:13]=2[CH:14]=1. The yield is 0.360. (2) The reactants are F[C:2]1[CH:7]=[C:6]([F:8])[CH:5]=[CH:4][C:3]=1[N+:9]([O-:11])=[O:10].C(N(C(C)C)CC)(C)C.Cl.Cl.[CH2:23]([O:25][C@H:26]1[CH2:31][CH2:30][C@H:29]([N:32]2[CH2:37][CH2:36][CH:35]([NH2:38])[CH2:34][CH2:33]2)[CH2:28][CH2:27]1)[CH3:24]. The catalyst is CN(C=O)C. The product is [CH2:23]([O:25][C@H:26]1[CH2:27][CH2:28][C@H:29]([N:32]2[CH2:33][CH2:34][CH:35]([NH:38][C:2]3[CH:7]=[C:6]([F:8])[CH:5]=[CH:4][C:3]=3[N+:9]([O-:11])=[O:10])[CH2:36][CH2:37]2)[CH2:30][CH2:31]1)[CH3:24]. The yield is 0.550. (3) The reactants are Cl[CH2:2][C:3]1[CH:8]=[CH:7][CH:6]=[CH:5][C:4]=1[CH2:9][C:10]([OH:12])=[O:11].[NH:13]1[CH2:18][CH2:17][O:16][CH2:15][CH2:14]1. The catalyst is C1COCC1.C(OCC)(=O)C. The product is [O:16]1[CH2:17][CH2:18][N:13]([CH2:2][C:3]2[CH:8]=[CH:7][CH:6]=[CH:5][C:4]=2[CH2:9][C:10]([OH:12])=[O:11])[CH2:14][CH2:15]1. The yield is 0.870. (4) The reactants are [OH:1][C@H:2]1[CH2:6][CH2:5][N:4]([C:7]([O:9][C:10]([CH3:13])([CH3:12])[CH3:11])=[O:8])[CH2:3]1.[H-].[Na+].F[C:17]1[CH:22]=[CH:21][C:20]([N+:23]([O-:25])=[O:24])=[CH:19][CH:18]=1.O. The catalyst is C1COCC1. The product is [N+:23]([C:20]1[CH:21]=[CH:22][C:17]([O:1][C@H:2]2[CH2:6][CH2:5][N:4]([C:7]([O:9][C:10]([CH3:13])([CH3:12])[CH3:11])=[O:8])[CH2:3]2)=[CH:18][CH:19]=1)([O-:25])=[O:24]. The yield is 0.690. (5) The reactants are CC(C)(C)C([O:5][C:6]1[CH:13]2[CH:9]([CH2:10][CH:11]([CH:14]3[O:19][CH2:18][CH2:17][CH2:16][O:15]3)[CH2:12]2)[C:8](=[O:20])[C:7]=1[C:21]1[C:26]([CH2:27][CH3:28])=[CH:25][C:24]([CH3:29])=[CH:23][C:22]=1[CH2:30][CH3:31])=O. The catalyst is CO.[OH-].[Na+]. The product is [CH2:30]([C:22]1[CH:23]=[C:24]([CH3:29])[CH:25]=[C:26]([CH2:27][CH3:28])[C:21]=1[CH:7]1[C:6](=[O:5])[CH:13]2[CH:9]([CH2:10][CH:11]([CH:14]3[O:19][CH2:18][CH2:17][CH2:16][O:15]3)[CH2:12]2)[C:8]1=[O:20])[CH3:31]. The yield is 0.860. (6) The product is [CH2:38]([O:37][C:35]([C:30]1([NH:29][C:28]([CH:9]2[CH2:10][CH:11]([O:13][C:14]3[CH:19]=[C:18]([O:20][CH3:21])[N:17]=[C:16]([C:22]4[CH:23]=[CH:24][CH:25]=[CH:26][CH:27]=4)[N:15]=3)[CH2:12][CH:8]2[C:6]([OH:7])=[O:5])=[O:40])[CH2:32][CH:31]1[CH:33]=[CH2:34])=[O:36])[CH3:39]. The catalyst is C(Cl)Cl. The yield is 0.990. The reactants are C([O:5][C:6]([CH:8]1[CH2:12][CH:11]([O:13][C:14]2[CH:19]=[C:18]([O:20][CH3:21])[N:17]=[C:16]([C:22]3[CH:27]=[CH:26][CH:25]=[CH:24][CH:23]=3)[N:15]=2)[CH2:10][CH:9]1[C:28](=[O:40])[NH:29][C:30]1([C:35]([O:37][CH2:38][CH3:39])=[O:36])[CH2:32][CH:31]1[CH:33]=[CH2:34])=[O:7])(C)(C)C.C([SiH](CC)CC)C.C(O)(C(F)(F)F)=O. (7) The reactants are C1(C2C=CC=CC=2)C=CC=CC=1.C(OC(=O)[NH:19][C@@H:20]1[CH2:24][CH2:23][N:22]([S:25]([C:28]2[C:33]([Cl:34])=[CH:32][CH:31]=[C:30]([NH:35][C:36]3[C:39](=[O:40])[C:38](=[O:41])[C:37]=3Cl)[C:29]=2[OH:43])(=[O:27])=[O:26])[CH2:21]1)(C)(C)C.[NH2:45][C:46]1[CH:51]=[CH:50][CH:49]=[CH:48][CH:47]=1. The catalyst is CN(C=O)C. The product is [NH2:19][C@@H:20]1[CH2:24][CH2:23][N:22]([S:25]([C:28]2[C:29]([OH:43])=[C:30]([NH:35][C:36]3[C:39](=[O:40])[C:38](=[O:41])[C:37]=3[NH:45][C:46]3[CH:51]=[CH:50][CH:49]=[CH:48][CH:47]=3)[CH:31]=[CH:32][C:33]=2[Cl:34])(=[O:27])=[O:26])[CH2:21]1. The yield is 0.0600.